Dataset: Full USPTO retrosynthesis dataset with 1.9M reactions from patents (1976-2016). Task: Predict the reactants needed to synthesize the given product. (1) Given the product [NH2:1][C:2]1[S:3][C:4]2[C:9]([NH:10][C@H:11]([CH2:14][CH2:15][CH3:16])[CH2:12][OH:13])=[N:8][C:7]([S:17][C@H:26]([C:23]3[CH:22]=[N:21][C:20]([Cl:19])=[CH:25][CH:24]=3)[CH3:27])=[N:6][C:5]=2[N:18]=1, predict the reactants needed to synthesize it. The reactants are: [NH2:1][C:2]1[S:3][C:4]2[C:9]([NH:10][C@H:11]([CH2:14][CH2:15][CH3:16])[CH2:12][OH:13])=[N:8][C:7]([SH:17])=[N:6][C:5]=2[N:18]=1.[Cl:19][C:20]1[CH:25]=[CH:24][C:23]([C@H:26](Cl)[CH3:27])=[CH:22][N:21]=1. (2) Given the product [Cl:9][C:10]1[CH:11]=[C:12]([O:31][CH2:2][C:3]2[CH:7]=[C:6]([CH3:8])[O:5][N:4]=2)[CH:13]=[CH:14][C:15]=1[CH:16]([CH3:30])[C:17]([C:22]1[CH:27]=[N:26][C:25]([CH3:28])=[CH:24][N:23]=1)([OH:29])[C:18]([F:19])([F:21])[F:20], predict the reactants needed to synthesize it. The reactants are: Cl[CH2:2][C:3]1[CH:7]=[C:6]([CH3:8])[O:5][N:4]=1.[Cl:9][C:10]1[CH:11]=[C:12]([OH:31])[CH:13]=[CH:14][C:15]=1[CH:16]([CH3:30])[C:17]([OH:29])([C:22]1[CH:27]=[N:26][C:25]([CH3:28])=[CH:24][N:23]=1)[C:18]([F:21])([F:20])[F:19]. (3) Given the product [C:1]([O:9][CH2:10][C:11]1[O:23][N:22]=[C:20]([CH3:21])[CH:12]=1)(=[O:8])[C:2]1[CH:7]=[CH:6][CH:5]=[CH:4][CH:3]=1, predict the reactants needed to synthesize it. The reactants are: [C:1]([O:9][CH2:10][C:11]#[CH:12])(=[O:8])[C:2]1[CH:7]=[CH:6][CH:5]=[CH:4][CH:3]=1.C(N(CC)CC)C.[CH:20](=[N:22][OH:23])[CH3:21].Cl[O-].[Na+]. (4) Given the product [C:1]([O:5][C:6]([N:8]1[CH2:12][CH2:11][C@@H:10]([N:13]2[C:17]3[N:18]=[CH:19][N:20]=[C:21]([Cl:22])[C:16]=3[C:15]([I:30])=[CH:14]2)[CH2:9]1)=[O:7])([CH3:4])([CH3:2])[CH3:3], predict the reactants needed to synthesize it. The reactants are: [C:1]([O:5][C:6]([N:8]1[CH2:12][CH2:11][C@@H:10]([N:13]2[C:17]3[N:18]=[CH:19][N:20]=[C:21]([Cl:22])[C:16]=3[CH:15]=[CH:14]2)[CH2:9]1)=[O:7])([CH3:4])([CH3:3])[CH3:2].C1C(=O)N([I:30])C(=O)C1. (5) Given the product [CH3:15][CH:9]1[CH2:10][C:11](=[O:14])[CH2:13][CH2:12][CH:7]([C:6]2[N:2]([CH3:1])[N:3]=[CH:4][C:5]=2[N+:16]([O-:18])=[O:17])[O:8]1, predict the reactants needed to synthesize it. The reactants are: [CH3:1][N:2]1[C:6]([CH:7]2[O:14][C:11]3([CH2:13][CH2:12]3)[CH2:10][CH:9]([CH3:15])[O:8]2)=[C:5]([N+:16]([O-:18])=[O:17])[CH:4]=[N:3]1.C(=O)([O-])[O-].[Na+].[Na+].C([O-])(O)=O.[Na+].